This data is from hERG potassium channel inhibition data for cardiac toxicity prediction from Karim et al.. The task is: Regression/Classification. Given a drug SMILES string, predict its toxicity properties. Task type varies by dataset: regression for continuous values (e.g., LD50, hERG inhibition percentage) or binary classification for toxic/non-toxic outcomes (e.g., AMES mutagenicity, cardiotoxicity, hepatotoxicity). Dataset: herg_karim. (1) The compound is CC(=O)N1CCN(Cc2ccnc(Nc3ncc(-c4ccccc4)s3)c2)CC1. The result is 1 (blocker). (2) The molecule is Cc1ccccc1C[C@@H](C(=O)O)N1CCC(CN2CCC(Oc3ccc(Cl)c(Cl)c3)CC2)CC1. The result is 0 (non-blocker).